Dataset: CYP3A4 inhibition data for predicting drug metabolism from PubChem BioAssay. Task: Regression/Classification. Given a drug SMILES string, predict its absorption, distribution, metabolism, or excretion properties. Task type varies by dataset: regression for continuous measurements (e.g., permeability, clearance, half-life) or binary classification for categorical outcomes (e.g., BBB penetration, CYP inhibition). Dataset: cyp3a4_veith. (1) The drug is CCCN=C(N)NCCC[C@H](N)C(=O)O. The result is 0 (non-inhibitor). (2) The drug is Cc1ccc(NC(=O)/C(=C\c2ccc([N+](=O)[O-])cc2)NC(=O)c2ccccc2)cc1. The result is 1 (inhibitor). (3) The compound is c1ccc(Nc2ncncc2-c2ccoc2)cc1. The result is 1 (inhibitor). (4) The drug is NS(=O)(=O)c1cccc2c1c([N+](=O)[O-])cc1nc([O-])c([O-])nc12. The result is 0 (non-inhibitor). (5) The compound is Cc1ccc(N2C(=O)CC(c3ccsc3)C3=C2CC(C)(C)CC3=O)cc1. The result is 1 (inhibitor). (6) The drug is O=C(c1ccccc1)c1nn(-c2cccc(Cl)c2)c2nc(-c3ccccc3)cc(=O)n12. The result is 0 (non-inhibitor). (7) The molecule is COC(=O)c1ccc(NC(=O)COc2ccc(C3C(C#N)=C(N)Oc4c3ccc3ccccc43)cc2OC)cc1. The result is 0 (non-inhibitor). (8) The molecule is CCOC(=O)C1CN(S(=O)(=O)c2cccc(C(F)(F)F)c2)c2cc(CC(=O)OC)ccc2O1. The result is 1 (inhibitor). (9) The molecule is CN(C)S(=O)(=O)c1ccc(NC(=O)c2cc(F)c(F)cc2Cl)cc1. The result is 0 (non-inhibitor).